Dataset: Catalyst prediction with 721,799 reactions and 888 catalyst types from USPTO. Task: Predict which catalyst facilitates the given reaction. Reactant: C([O:14][C:15]([C:17]1([O:20]/[N:21]=[C:22](/[C:61]2[N:62]=[C:63]([NH:66]C(OC(C)(C)C)=O)[S:64][CH:65]=2)\[C:23]([NH:25][C@@H:26]2[C:29](=[O:30])[N:28]([S:31]([OH:34])(=[O:33])=[O:32])[C@@H:27]2[CH2:35][N:36]2[N:40]=[C:39]([CH2:41][N:42](C(OC(C)(C)C)=O)[CH2:43][CH2:44][CH2:45][NH:46]C(OC(C)(C)C)=O)[CH:38]=[N:37]2)=[O:24])[CH2:19][CH2:18]1)=[O:16])(C1C=CC=CC=1)C1C=CC=CC=1.C(O)(C(F)(F)F)=O. Product: [NH2:46][CH2:45][CH2:44][CH2:43][NH:42][CH2:41][C:39]1[CH:38]=[N:37][N:36]([CH2:35][C@@H:27]2[C@H:26]([NH:25][C:23](=[O:24])/[C:22](=[N:21]\[O:20][C:17]3([C:15]([OH:16])=[O:14])[CH2:18][CH2:19]3)/[C:61]3[N:62]=[C:63]([NH2:66])[S:64][CH:65]=3)[C:29](=[O:30])[N:28]2[S:31]([OH:34])(=[O:32])=[O:33])[N:40]=1. The catalyst class is: 2.